From a dataset of Buchwald-Hartwig C-N cross coupling reaction yields with 55,370 reactions. Predict the reaction yield, written as a fraction of the theoretical maximum amount of product (1.0 means a 100% yield; for example, 0.34 means a 34% yield). (1) The reactants are FC(F)(F)c1ccc(Br)cc1.Cc1ccc(N)cc1.O=S(=O)(O[Pd]1c2ccccc2-c2ccccc2N~1)C(F)(F)F.COc1ccc(OC)c(P(C(C)(C)C)C(C)(C)C)c1-c1c(C(C)C)cc(C(C)C)cc1C(C)C.CCN=P(N=P(N(C)C)(N(C)C)N(C)C)(N(C)C)N(C)C.CCOC(=O)c1cc(C)no1. No catalyst specified. The product is Cc1ccc(Nc2ccc(C(F)(F)F)cc2)cc1. The yield is 0.284. (2) The reactants are FC(F)(F)c1ccc(Cl)cc1.Cc1ccc(N)cc1.O=S(=O)(O[Pd]1c2ccccc2-c2ccccc2N~1)C(F)(F)F.COc1ccc(OC)c(P(C(C)(C)C)C(C)(C)C)c1-c1c(C(C)C)cc(C(C)C)cc1C(C)C.CCN=P(N=P(N(C)C)(N(C)C)N(C)C)(N(C)C)N(C)C.CCOC(=O)c1cc(C)on1. No catalyst specified. The product is Cc1ccc(Nc2ccc(C(F)(F)F)cc2)cc1. The yield is 0.0991. (3) The reactants are COc1ccc(Br)cc1.Cc1ccc(N)cc1.O=S(=O)(O[Pd]1c2ccccc2-c2ccccc2N~1)C(F)(F)F.COc1ccc(OC)c(P([C@]23C[C@H]4C[C@H](C[C@H](C4)C2)C3)[C@]23C[C@H]4C[C@H](C[C@H](C4)C2)C3)c1-c1c(C(C)C)cc(C(C)C)cc1C(C)C.CN(C)C(=NC(C)(C)C)N(C)C.CCOC(=O)c1cc(OC)no1. No catalyst specified. The product is COc1ccc(Nc2ccc(C)cc2)cc1. The yield is 0.235. (4) The reactants are Brc1ccccn1.Cc1ccc(N)cc1.O=S(=O)(O[Pd]1c2ccccc2-c2ccccc2N~1)C(F)(F)F.COc1ccc(OC)c(P([C@]23C[C@H]4C[C@H](C[C@H](C4)C2)C3)[C@]23C[C@H]4C[C@H](C[C@H](C4)C2)C3)c1-c1c(C(C)C)cc(C(C)C)cc1C(C)C.CCN=P(N=P(N(C)C)(N(C)C)N(C)C)(N(C)C)N(C)C.c1ccc2oncc2c1. No catalyst specified. The product is Cc1ccc(Nc2ccccn2)cc1. The yield is 0.260. (5) The reactants are COc1ccc(I)cc1.Cc1ccc(N)cc1.O=S(=O)(O[Pd]1c2ccccc2-c2ccccc2N~1)C(F)(F)F.COc1ccc(OC)c(P(C(C)(C)C)C(C)(C)C)c1-c1c(C(C)C)cc(C(C)C)cc1C(C)C.CN1CCCN2CCCN=C12.Cc1cc(-n2cccc2)no1. No catalyst specified. The product is COc1ccc(Nc2ccc(C)cc2)cc1. The yield is 0.492. (6) The reactants are FC(F)(F)c1ccc(Cl)cc1.Cc1ccc(N)cc1.O=S(=O)(O[Pd]1c2ccccc2-c2ccccc2N~1)C(F)(F)F.COc1ccc(OC)c(P(C(C)(C)C)C(C)(C)C)c1-c1c(C(C)C)cc(C(C)C)cc1C(C)C.CN1CCCN2CCCN=C12.CCOC(=O)c1cc(C)no1. No catalyst specified. The product is Cc1ccc(Nc2ccc(C(F)(F)F)cc2)cc1. The yield is 0.0428.